The task is: Predict the reaction yield, written as a fraction of the theoretical maximum amount of product (1.0 means a 100% yield; for example, 0.34 means a 34% yield).. This data is from Reaction yield outcomes from USPTO patents with 853,638 reactions. (1) The reactants are [F:1][C:2]([F:15])([F:14])[S:3]([O:6]S(C(F)(F)F)(=O)=O)(=[O:5])=[O:4].[O:16]1[C:25]2[C:20](=[CH:21][CH:22]=[CH:23][CH:24]=2)[CH2:19][CH2:18][CH:17]1[CH2:26]O.N1C=CC=CC=1.O. The catalyst is C(Cl)Cl. The product is [F:1][C:2]([F:15])([F:14])[S:3]([O:6][CH2:26][CH:17]1[CH2:18][CH2:19][C:20]2[C:25](=[CH:24][CH:23]=[CH:22][CH:21]=2)[O:16]1)(=[O:5])=[O:4]. The yield is 0.790. (2) The reactants are [Br:1][C:2]1[CH:7]=[CH:6][C:5]([CH2:8]Br)=[C:4]([F:10])[CH:3]=1.[C-:11]#[N:12].[Na+].O.C([O-])(O)=O.[Na+]. The catalyst is CN(C=O)C.CCOC(C)=O. The product is [Br:1][C:2]1[CH:7]=[CH:6][C:5]([CH2:8][C:11]#[N:12])=[C:4]([F:10])[CH:3]=1. The yield is 0.990. (3) The reactants are [C:1]([O:5][C:6]([NH:8][C@@H:9]([C:13]([CH3:16])([CH3:15])[CH3:14])[C:10](O)=[O:11])=[O:7])([CH3:4])([CH3:3])[CH3:2].Cl.CN.[CH2:20]([N:22](CC)CC)C. The catalyst is ClCCl. The product is [CH3:20][NH:22][C:10](=[O:11])[C@@H:9]([NH:8][C:6]([O:5][C:1]([CH3:4])([CH3:3])[CH3:2])=[O:7])[C:13]([CH3:16])([CH3:15])[CH3:14]. The yield is 1.00. (4) The reactants are [Li+].[BH4-].CO.[H][H].C([O:9][C:10](=O)[C:11]([CH3:19])([CH3:18])[CH2:12][CH2:13][CH2:14][CH2:15][CH2:16][Br:17])C.Cl.[Cl-].[NH4+]. The catalyst is ClCCl. The product is [Br:17][CH2:16][CH2:15][CH2:14][CH2:13][CH2:12][C:11]([CH3:19])([CH3:18])[CH2:10][OH:9]. The yield is 0.880. (5) The reactants are [Cl:1][C:2]1[C:3]([OH:11])=[C:4]([CH:7]=[C:8]([Cl:10])[CH:9]=1)[CH:5]=O.[F:12][C:13]([F:26])([F:25])[O:14][C:15]1[CH:16]=[C:17]([CH:22]=[CH:23][CH:24]=1)[C:18]([NH:20][NH2:21])=[O:19]. The catalyst is C(O)C. The product is [Cl:1][C:2]1[C:3]([OH:11])=[C:4]([CH:5]=[N:21][NH:20][C:18](=[O:19])[C:17]2[CH:22]=[CH:23][CH:24]=[C:15]([O:14][C:13]([F:12])([F:26])[F:25])[CH:16]=2)[CH:7]=[C:8]([Cl:10])[CH:9]=1. The yield is 0.990. (6) The reactants are [F:1][C:2]1[CH:10]=[CH:9][C:8]([OH:11])=[CH:7][C:3]=1[C:4]([OH:6])=[O:5].[Br:12]Br. The catalyst is CC(O)=O. The product is [Br:12][C:9]1[C:8]([OH:11])=[CH:7][C:3]([C:4]([OH:6])=[O:5])=[C:2]([F:1])[CH:10]=1. The yield is 0.560. (7) The reactants are [Cl:1][C:2]1[CH:10]=[CH:9][C:5]([C:6](Cl)=[O:7])=[CH:4][C:3]=1[C:11]1[O:15][N:14]=[C:13]([CH2:16][N:17]2[C:25]3[C:20](=[C:21]([C:28]([F:31])([F:30])[F:29])[C:22]([C:26]#[N:27])=[CH:23][CH:24]=3)[CH:19]=[C:18]2[CH2:32][CH2:33][CH3:34])[N:12]=1.[NH3:35]. The catalyst is CO. The product is [Cl:1][C:2]1[CH:10]=[CH:9][C:5]([C:6]([NH2:35])=[O:7])=[CH:4][C:3]=1[C:11]1[O:15][N:14]=[C:13]([CH2:16][N:17]2[C:25]3[C:20](=[C:21]([C:28]([F:29])([F:30])[F:31])[C:22]([C:26]#[N:27])=[CH:23][CH:24]=3)[CH:19]=[C:18]2[CH2:32][CH2:33][CH3:34])[N:12]=1. The yield is 0.580. (8) The product is [OH:5][C:6]1[CH:7]=[C:8]2[C:13](=[CH:14][CH:15]=1)[C:12]([C:16]([O:18][CH2:19][CH3:20])=[O:17])=[CH:11][CH:10]=[CH:9]2. No catalyst specified. The yield is 0.870. The reactants are S(Cl)(Cl)=O.[OH:5][C:6]1[CH:7]=[C:8]2[C:13](=[CH:14][CH:15]=1)[C:12]([C:16]([OH:18])=[O:17])=[CH:11][CH:10]=[CH:9]2.[CH2:19](O)[CH3:20]. (9) The reactants are [NH:1]1[C:11]2[C:6](=[CH:7][CH:8]=[CH:9][CH:10]=2)[C:4](=O)[C:2]1=[O:3].[H-].[Na+].Br[CH2:15][CH2:16][O:17][CH3:18].O.NN.Cl. The catalyst is CN(C=O)C.CS(C)=O. The product is [CH3:18][O:17][CH2:16][CH2:15][N:1]1[C:11]2[C:6](=[CH:7][CH:8]=[CH:9][CH:10]=2)[CH2:4][C:2]1=[O:3]. The yield is 0.610. (10) The reactants are [OH:1][C:2]1[CH:3]=[C:4]([NH:17]C(=O)C)[CH:5]=[CH:6][C:7]=1[C:8]([CH3:16])([CH3:15])[CH2:9][O:10][CH2:11][CH2:12][O:13][CH3:14].Cl.C([O-])([O-])=O.[Na+].[Na+]. No catalyst specified. The product is [CH3:14][O:13][CH2:12][CH2:11][O:10][CH2:9][C:8]([C:7]1[CH:6]=[CH:5][C:4]([NH2:17])=[CH:3][C:2]=1[OH:1])([CH3:16])[CH3:15]. The yield is 0.0600.